The task is: Predict the product of the given reaction.. This data is from Forward reaction prediction with 1.9M reactions from USPTO patents (1976-2016). Given the reactants [CH3:1][C:2]1[CH:14]=[C:13]([C:15]2[CH2:19][C@:18]([C:24]3[CH:29]=[C:28]([Cl:30])[C:27]([Cl:31])=[C:26]([Cl:32])[CH:25]=3)([C:20]([F:23])([F:22])[F:21])[O:17][N:16]=2)[CH:12]=[CH:11][C:3]=1[C:4]([O:6]C(C)(C)C)=[O:5].FC(F)(F)C(O)=O, predict the reaction product. The product is: [CH3:1][C:2]1[CH:14]=[C:13]([C:15]2[CH2:19][C@:18]([C:24]3[CH:29]=[C:28]([Cl:30])[C:27]([Cl:31])=[C:26]([Cl:32])[CH:25]=3)([C:20]([F:23])([F:22])[F:21])[O:17][N:16]=2)[CH:12]=[CH:11][C:3]=1[C:4]([OH:6])=[O:5].